From a dataset of Forward reaction prediction with 1.9M reactions from USPTO patents (1976-2016). Predict the product of the given reaction. (1) Given the reactants [Cl:1][C:2]1[CH:3]=[N:4][CH:5]=[CH:6][C:7]=1[C:8]1[CH:13]=[CH:12][N:11]=[C:10]([N:14]2[CH2:19][CH2:18][S:17][CH2:16][CH2:15]2)[CH:9]=1.C1C(=O)N([Br:27])C(=O)C1, predict the reaction product. The product is: [Br:27][C:13]1[C:8]([C:7]2[CH:6]=[CH:5][N:4]=[CH:3][C:2]=2[Cl:1])=[CH:9][C:10]([N:14]2[CH2:15][CH2:16][S:17][CH2:18][CH2:19]2)=[N:11][CH:12]=1. (2) The product is: [C:1]([O:5][C:6]([NH:7][C@H:8]([C:9]([N:11]1[CH2:15][CH2:14][C@H:13]([F:16])[CH2:12]1)=[O:10])[CH2:17][C:18]1[CH:23]=[CH:22][C:21]([O:24][S:34]([C:37]([F:40])([F:39])[F:38])(=[O:36])=[O:35])=[CH:20][C:19]=1[F:25])=[O:26])([CH3:4])([CH3:2])[CH3:3]. Given the reactants [C:1]([O:5][C:6](=[O:26])[NH:7][C@@H:8]([CH2:17][C:18]1[CH:23]=[CH:22][C:21]([OH:24])=[CH:20][C:19]=1[F:25])[C:9]([N:11]1[CH2:15][CH2:14][C@H:13]([F:16])[CH2:12]1)=[O:10])([CH3:4])([CH3:3])[CH3:2].C1C=CC(N([S:34]([C:37]([F:40])([F:39])[F:38])(=[O:36])=[O:35])[S:34]([C:37]([F:40])([F:39])[F:38])(=[O:36])=[O:35])=CC=1, predict the reaction product. (3) Given the reactants [Br:1][C:2]1[S:3][CH:4]=[CH:5][C:6]=1[C:7]([NH2:9])=[O:8].[Cl:10]N1C(=O)CCC1=O.S([O-])(O)=O.[Na+], predict the reaction product. The product is: [Br:1][C:2]1[S:3][C:4]([Cl:10])=[CH:5][C:6]=1[C:7]([NH2:9])=[O:8]. (4) The product is: [Si:15]([O:14][C:11]1[CH:12]=[CH:13][C:8]([C:6]2[N:7]=[C:2]([C:29]([C:23]3[CH:28]=[CH:27][CH:26]=[CH:25][CH:24]=3)=[CH2:30])[C:3]([NH2:22])=[N:4][CH:5]=2)=[CH:9][CH:10]=1)([C:18]([CH3:21])([CH3:20])[CH3:19])([CH3:17])[CH3:16]. Given the reactants Br[C:2]1[C:3]([NH2:22])=[N:4][CH:5]=[C:6]([C:8]2[CH:13]=[CH:12][C:11]([O:14][Si:15]([C:18]([CH3:21])([CH3:20])[CH3:19])([CH3:17])[CH3:16])=[CH:10][CH:9]=2)[N:7]=1.[C:23]1([C:29](B(O)O)=[CH2:30])[CH:28]=[CH:27][CH:26]=[CH:25][CH:24]=1.C([O-])([O-])=O.[Na+].[Na+].O, predict the reaction product. (5) Given the reactants [CH3:1][C:2]([C:4]1[CH:5]=[CH:6][C:7]([OH:10])=[CH:8][CH:9]=1)=[O:3].[CH3:11][O:12][C:13]1[CH:20]=[CH:19][C:16]([CH:17]=O)=[CH:15][CH:14]=1.[OH-].[Na+], predict the reaction product. The product is: [OH:10][C:7]1[CH:8]=[CH:9][C:4]([C:2](=[O:3])[CH:1]=[CH:17][C:16]2[CH:19]=[CH:20][C:13]([O:12][CH3:11])=[CH:14][CH:15]=2)=[CH:5][CH:6]=1. (6) The product is: [C:16]([O:24][CH3:25])(=[O:23])[CH2:17][CH2:18][C:19]([O:21][CH3:22])=[O:20]. Given the reactants C1(=O)OC(=O)C=C1.C(O)(=O)/C=C\C(O)=O.[C:16]([O:24][CH3:25])(=[O:23])/[CH:17]=[CH:18]\[C:19]([O:21][CH3:22])=[O:20], predict the reaction product. (7) Given the reactants C([O:3][C:4]([CH:6]1[CH2:18][C:17]2[C:16]3[C:11](=[CH:12][CH:13]=[C:14]([F:19])[CH:15]=3)[NH:10][C:9]=2[CH2:8][CH2:7]1)=[O:5])C.[OH-].[K+].Cl.O, predict the reaction product. The product is: [F:19][C:14]1[CH:15]=[C:16]2[C:11](=[CH:12][CH:13]=1)[NH:10][C:9]1[CH2:8][CH2:7][CH:6]([C:4]([OH:5])=[O:3])[CH2:18][C:17]2=1. (8) Given the reactants C([PH+](C(C)(C)C)C(C)(C)C)(C)(C)C.F[B-](F)(F)F.C1(C(N)C2CCCCC2)CCCCC1.[C:33]([O:37][CH3:38])(=[O:36])[CH:34]=[CH2:35].FC(F)(F)S(O[C:45]1[C:50]([N+:51]([O-:53])=[O:52])=[CH:49][C:48]([O:54][CH2:55][C:56]2[CH:61]=[CH:60][CH:59]=[CH:58][CH:57]=2)=[CH:47][C:46]=1[C:62](=[O:64])[CH3:63])(=O)=O, predict the reaction product. The product is: [C:62]([C:46]1[CH:47]=[C:48]([O:54][CH2:55][C:56]2[CH:61]=[CH:60][CH:59]=[CH:58][CH:57]=2)[CH:49]=[C:50]([N+:51]([O-:53])=[O:52])[C:45]=1[CH:35]=[CH:34][C:33]([O:37][CH3:38])=[O:36])(=[O:64])[CH3:63]. (9) Given the reactants C([O:3][C:4](=[O:34])[CH2:5][N:6]([C:8](=[O:33])[C:9]1[CH:14]=[CH:13][CH:12]=[C:11]([CH2:15][O:16][C:17]2[CH:22]=[CH:21][C:20]([C:23]3[CH:28]=[C:27]([F:29])[C:26]([F:30])=[CH:25][C:24]=3[O:31][CH3:32])=[CH:19][CH:18]=2)[CH:10]=1)[CH3:7])C.[Li+].[OH-].Cl, predict the reaction product. The product is: [F:30][C:26]1[C:27]([F:29])=[CH:28][C:23]([C:20]2[CH:21]=[CH:22][C:17]([O:16][CH2:15][C:11]3[CH:10]=[C:9]([CH:14]=[CH:13][CH:12]=3)[C:8]([N:6]([CH2:5][C:4]([OH:34])=[O:3])[CH3:7])=[O:33])=[CH:18][CH:19]=2)=[C:24]([O:31][CH3:32])[CH:25]=1.